From a dataset of Retrosynthesis with 50K atom-mapped reactions and 10 reaction types from USPTO. Predict the reactants needed to synthesize the given product. (1) Given the product CN(CCCc1ccccc1)C(=O)[C@@H](Cc1ccc2ccccc2c1)N(C)C(=O)/C=C/CC(C)(C)NC(=O)OC(C)(C)C, predict the reactants needed to synthesize it. The reactants are: CC(C)(C/C=C/C(=O)O)NC(=O)OC(C)(C)C.CN[C@H](Cc1ccc2ccccc2c1)C(=O)N(C)CCCc1ccccc1. (2) Given the product Cc1nc(C(F)(F)F)ccc1COc1cc(C)c2c(CC(=O)O)csc2c1, predict the reactants needed to synthesize it. The reactants are: COC(=O)Cc1csc2cc(OCc3ccc(C(F)(F)F)nc3C)cc(C)c12. (3) Given the product Cc1ccc(F)c(NC(=O)Nc2ccc(Oc3ccnc4cc(C(=O)NCCCN5CCC(O)CC5)sc34)cc2F)c1, predict the reactants needed to synthesize it. The reactants are: Cc1ccc(F)c(NC(=O)Nc2ccc(Oc3ccnc4cc(C(=O)NCCC=O)sc34)cc2F)c1.OC1CCNCC1.